Dataset: Reaction yield outcomes from USPTO patents with 853,638 reactions. Task: Predict the reaction yield, written as a fraction of the theoretical maximum amount of product (1.0 means a 100% yield; for example, 0.34 means a 34% yield). The reactants are [CH2:1]([O:3][NH:4][CH2:5][C:6]1[C:7]([F:29])=[C:8]([F:28])[C:9]([NH:19][C:20]2[CH:25]=[CH:24][C:23]([I:26])=[CH:22][C:21]=2[F:27])=[C:10]([CH:18]=1)[C:11]([NH:13][O:14][CH2:15][CH2:16][OH:17])=[O:12])[CH3:2].[C:30](ON1C(=O)C2C=CC=CC=2N=N1)(=[O:32])[CH3:31]. The catalyst is C(O)(=O)C. The product is [C:30]([N:4]([CH2:5][C:6]1[C:7]([F:29])=[C:8]([F:28])[C:9]([NH:19][C:20]2[CH:25]=[CH:24][C:23]([I:26])=[CH:22][C:21]=2[F:27])=[C:10]([CH:18]=1)[C:11]([NH:13][O:14][CH2:15][CH2:16][OH:17])=[O:12])[O:3][CH2:1][CH3:2])(=[O:32])[CH3:31]. The yield is 0.710.